From a dataset of Catalyst prediction with 721,799 reactions and 888 catalyst types from USPTO. Predict which catalyst facilitates the given reaction. Reactant: [CH3:1][O:2][C:3](=[O:14])[C:4]([C:10](=O)[CH2:11][CH3:12])=[C:5](OC)[CH2:6][CH3:7].Cl.[Br:16][C:17]1[CH:18]=[C:19]([NH:23][NH2:24])[CH:20]=[CH:21][CH:22]=1.CCN(CC)CC. Product: [CH3:1][O:2][C:3]([C:4]1[C:10]([CH2:11][CH3:12])=[N:24][N:23]([C:19]2[CH:20]=[CH:21][CH:22]=[C:17]([Br:16])[CH:18]=2)[C:5]=1[CH2:6][CH3:7])=[O:14]. The catalyst class is: 5.